Dataset: Catalyst prediction with 721,799 reactions and 888 catalyst types from USPTO. Task: Predict which catalyst facilitates the given reaction. (1) Reactant: [NH2:1][C:2]1[CH:6]=[C:5]([CH:7]2[CH2:9][CH2:8]2)[NH:4][N:3]=1.C(N(C(C)C)CC)(C)C.[F:19][C:20]1[CH:29]=[C:28]2[C:23]([C:24](Cl)=[N:25][C:26]([Cl:30])=[N:27]2)=[CH:22][CH:21]=1. Product: [Cl:30][C:26]1[N:25]=[C:24]([NH:1][C:2]2[NH:3][N:4]=[C:5]([CH:7]3[CH2:9][CH2:8]3)[CH:6]=2)[C:23]2[C:28](=[CH:29][C:20]([F:19])=[CH:21][CH:22]=2)[N:27]=1. The catalyst class is: 14. (2) Reactant: C(C1NC=CN=1)(C1NC=CN=1)=O.[Br:13][C:14]1[CH:15]=[C:16]([CH:20]=[C:21]([C:23]([O:25][CH3:26])=[O:24])[CH:22]=1)[C:17]([OH:19])=O.[CH2:27]([NH:30][CH2:31][CH2:32][CH3:33])[CH2:28][CH3:29]. Product: [Br:13][C:14]1[CH:22]=[C:21]([CH:20]=[C:16]([C:17]([N:30]([CH2:31][CH2:32][CH3:33])[CH2:27][CH2:28][CH3:29])=[O:19])[CH:15]=1)[C:23]([O:25][CH3:26])=[O:24]. The catalyst class is: 1. (3) Reactant: [CH3:1][CH2:2][O:3][C:4]([C:6]1[CH:11]([C:12]2[CH:13]=[CH:14][CH:15]=[CH:16][C:17]=2[Cl:18])[C:10]([C:19]([O:21][CH3:22])=[O:20])=[C:9]([CH3:23])[NH:8][C:7]=1[CH2:24][O:25][CH2:26][CH2:27][NH2:28])=[O:5].[CH3:29][CH2:30][O:31][C:32]([C@@H:34]([NH:43][C@H:44]([C:46]([N:48]1[C@H:55]([C:56]([OH:58])=[O:57])[CH2:54][C@H:53]2[C@@H:49]1[CH2:50][CH2:51][CH2:52]2)=[O:47])[CH3:45])[CH2:35][CH2:36][C:37]1[CH:38]=[CH:39][CH:40]=[CH:41][CH:42]=1)=[O:33]. Product: [CH3:29][CH2:30][O:31][C:32]([C@@H:34]([NH:43][C@H:44]([C:46]([N:48]1[C@H:55]([C:56]([OH:58])=[O:57])[CH2:54][C@H:53]2[C@@H:49]1[CH2:50][CH2:51][CH2:52]2)=[O:47])[CH3:45])[CH2:35][CH2:36][C:37]1[CH:42]=[CH:41][CH:40]=[CH:39][CH:38]=1)=[O:33].[CH3:1][CH2:2][O:3][C:4]([C:6]1[CH:11]([C:12]2[CH:13]=[CH:14][CH:15]=[CH:16][C:17]=2[Cl:18])[C:10]([C:19]([O:21][CH3:22])=[O:20])=[C:9]([CH3:23])[NH:8][C:7]=1[CH2:24][O:25][CH2:26][CH2:27][NH2:28])=[O:5]. The catalyst class is: 13.